This data is from Peptide-MHC class II binding affinity with 134,281 pairs from IEDB. The task is: Regression. Given a peptide amino acid sequence and an MHC pseudo amino acid sequence, predict their binding affinity value. This is MHC class II binding data. (1) The peptide sequence is VVVHITDDNEEPIAA. The MHC is DRB5_0101 with pseudo-sequence DRB5_0101. The binding affinity (normalized) is 0. (2) The peptide sequence is GIKQLQARVLAVERYLK. The MHC is DRB5_0101 with pseudo-sequence DRB5_0101. The binding affinity (normalized) is 0.683. (3) The peptide sequence is GFTRRFKFLLNISYL. The MHC is DRB1_0901 with pseudo-sequence DRB1_0901. The binding affinity (normalized) is 0.173. (4) The peptide sequence is PQCRLTPLSRLPFGMAPGPGPQPG. The MHC is DRB1_0101 with pseudo-sequence DRB1_0101. The binding affinity (normalized) is 0.644. (5) The peptide sequence is ALDVWALGLAIFEFV. The MHC is H-2-IAb with pseudo-sequence H-2-IAb. The binding affinity (normalized) is 0.342.